From a dataset of Catalyst prediction with 721,799 reactions and 888 catalyst types from USPTO. Predict which catalyst facilitates the given reaction. Reactant: [Br:1][C:2]1[CH:18]=[CH:17][C:5]([O:6][CH:7]2[CH2:16][CH2:15][C:10]3(OCC[O:11]3)[CH2:9][CH2:8]2)=[CH:4][CH:3]=1.Cl.C([O-])(O)=O.[Na+]. Product: [Br:1][C:2]1[CH:3]=[CH:4][C:5]([O:6][CH:7]2[CH2:8][CH2:9][C:10](=[O:11])[CH2:15][CH2:16]2)=[CH:17][CH:18]=1. The catalyst class is: 1.